Dataset: Reaction yield outcomes from USPTO patents with 853,638 reactions. Task: Predict the reaction yield, written as a fraction of the theoretical maximum amount of product (1.0 means a 100% yield; for example, 0.34 means a 34% yield). (1) The reactants are Cl.[NH2:2][CH2:3][C:4]1[CH:12]=[CH:11][CH:10]=[C:9]2[C:5]=1[C:6](=[O:22])[N:7]([CH:14]1[CH2:19][CH2:18][C:17](=[O:20])[NH:16][C:15]1=[O:21])[C:8]2=[O:13].N12CCCN=C1CCCCC2.[F:34][C:35]1[CH:40]=[CH:39][C:38]([CH2:41][C:42](O)=[O:43])=[CH:37][CH:36]=1.Cl.CN(C)CCCN=C=NCC. The catalyst is CC#N. The product is [O:21]=[C:15]1[CH:14]([N:7]2[C:6](=[O:22])[C:5]3[C:9](=[CH:10][CH:11]=[CH:12][C:4]=3[CH2:3][NH:2][C:42](=[O:43])[CH2:41][C:38]3[CH:39]=[CH:40][C:35]([F:34])=[CH:36][CH:37]=3)[C:8]2=[O:13])[CH2:19][CH2:18][C:17](=[O:20])[NH:16]1. The yield is 0.650. (2) The reactants are [C:1](=[N:9][OH:10])([NH2:8])[C:2]1[CH:7]=[CH:6][CH:5]=[CH:4][CH:3]=1.[OH-].C([N+](C)(C)C)C1C=CC=CC=1.[OH-].[Na+].[O:25]1[CH:29]=[CH:28][CH:27]=[C:26]1[C:30](Cl)=O. The catalyst is CC1CCCO1.O. The product is [C:2]1([C:1]2[N:8]=[C:30]([C:26]3[O:25][CH:29]=[CH:28][CH:27]=3)[O:10][N:9]=2)[CH:7]=[CH:6][CH:5]=[CH:4][CH:3]=1. The yield is 0.640.